This data is from Experimentally validated miRNA-target interactions with 360,000+ pairs, plus equal number of negative samples. The task is: Binary Classification. Given a miRNA mature sequence and a target amino acid sequence, predict their likelihood of interaction. (1) The miRNA is mmu-miR-125b-2-3p with sequence ACAAGUCAGGUUCUUGGGACCU. The protein sequence of the target gene is MHVARLLPLLLLLGQQLRAASVTEPTLPTVVLAILARNAEHSLPHYLGALERLDYPRARLALWCATDHNMDNTTGMLREWLAAVGRDYATVVWKPEEEARSYPDEQGPKHWTKERHQFLMELRQEALAFARDWGADYILFADTDNILTNNQTLKLLIDRQLPVVAPMLDSQTYYSNFWCGITPQGYYRRTAEYFPTKNRQRQGCFRVPMVHSTFLLSLQTEETARLAFYPPHPNYSWPFDDIIVFAYACQAAGVSMHVCNDHRYGYMNVVVKPHQSLEEEKTNFIHLILEALVDGPPMLA.... Result: 1 (interaction). (2) The miRNA is hsa-miR-1225-3p with sequence UGAGCCCCUGUGCCGCCCCCAG. The protein sequence of the target gene is MGRNKKKKRDGDDRRPRLVLSFDEEKRREYLTGFHKRKVERKKAAIEEIKQRLKEEQRKLREERHQEYLKMLAEREEALEEADELDRLVTAKTESVQYDHPNHTVTVTTISDLDLSGARLLGLTPPEGGAGDRSEEEASSTEKPTKALPRKSRDPLLSQRISSLTASLHAHSRKKVKRKHPRRAQDSKKPPRAPRTSKAQRRRLTGKARHSGE. Result: 0 (no interaction). (3) The miRNA is hsa-miR-450a-1-3p with sequence AUUGGGAACAUUUUGCAUGUAU. The protein sequence of the target gene is MGRLSWQVAAAAAVGLALTLEALPWVLRWLRSRRRRPRREALFFPSQVTCTEALLRAPGAELAELPEGCPCGLPHGESALSRLLRALLAARASLDLCLFAFSSPQLGRAVQLLHQRGVRVRVVTDCDYMALNGSQIGLLRKAGIQVRHDQDPGYMHHKFAIVDKRVLITGSLNWTTQAIQNNRENVLITEDDEYVRLFLEEFERIWEQFNPTKYTFFPPKKSHGSCAPPVSRAGGRLLSWHRTCGTSSESQT. Result: 1 (interaction). (4) The miRNA is cel-miR-55-3p with sequence UACCCGUAUAAGUUUCUGCUGAG. The protein sequence of the target gene is MSVTLHTDVGDIKIEVFCERTPKTCENFLALCASNYYNGCIFHRNIKGFMVQTGDPTGTGRGGNSIWGKKFEDEYSEYLKHNVRGVVSMANNGPNTNGSQFFITYGKQPHLDMKYTVFGKVIDGLETLDELEKLPVNEKTYRPLNDVHIKDITIHANPFAQ. Result: 0 (no interaction). (5) The miRNA is hcmv-miR-UL112-3p with sequence AAGUGACGGUGAGAUCCAGGCU. The protein sequence of the target gene is MDEADRQLLRRCRVRLVSELQVAELWDALLSRELFTRDMIEDIQQAGSGSRRDQARQLVTDLETRGRQALPLFISCLEDTGQGTLASLLQSGRQAAKQDPEAVKPLDHLVPVVLGPMGLTAKEQRVVKLDPSQPAVGNLTPVVLGPEELWPARLKPEVLRPETPRPVDIGSGGAHDVCVPGKIRGHADMAYTLDSDPCGHCLIINNVNFCPSSGLGTRTGSNLDRDKLEHRFRWLRFMVEVKNDLTAKKMVTALMEMAHRNHRALDCFVVVILSHGCQASHLQFPGAVYGTDGCSVSIEK.... Result: 0 (no interaction). (6) The miRNA is rno-miR-423-3p with sequence AGCUCGGUCUGAGGCCCCUCAGU. The protein sequence of the target gene is MRLRGRGPRAAPSSSSGAGDARRLAPPGRNPFVHELRLSALQKAQVAFMTLTLFPIRLLFAAFMMLLAWPFALLASLGPPDKEPEQPLALWRKVVDFLLKAIMRTMWFAGGFHRVAVKGRQALPTEAAILTLAPHSSYFDAIPVTMTMSSIVMKAESRDIPIWGTLIRYIRPVFVSRSDQDSRRKTVEEIKRRAQSNGKWPQIMIFPEGTCTNRTCLITFKPGAFIPGVPVQPVVLRYPNKLDTITWTWQGPGALKILWLTLCQFQNQVEIEFLPVYCPSEEEKRNPALYASNVRRVMAK.... Result: 0 (no interaction). (7) The miRNA is mmu-miR-208a-3p with sequence AUAAGACGAGCAAAAAGCUUGU. The protein sequence of the target gene is MQTDSLSPSPNPVSPVPLNNPTSAPRYGTVIPNRIFVGGIDFKTNESDLRKFFSQYGSVKEVKIVNDRAGVSKGYGFVTFETQEDAQKILQEAEKLNYKDKKLNIGPAIRKQQVGIPRSSIMPAAGTMYLTTSTGYPYTYHNGVAYFHTPEVTSVPPPWPSRSVCSSPVMVAQPIYQQPAYHYQATTQYLPGQWQWSVPQPSASSAPFLYLQPSEVIYQPVEIAQDGGCVPPPLSLMETSVPEPYSDHGVQATYHQVYAPSAITMPAPVMQPEPIKTVWSIHY. Result: 0 (no interaction).